This data is from Full USPTO retrosynthesis dataset with 1.9M reactions from patents (1976-2016). The task is: Predict the reactants needed to synthesize the given product. (1) Given the product [CH2:1]([N:3]1[C:14](=[O:15])[C:12]2[N:13]3[C:8](=[CH:9][C:10](=[O:18])[C:11]=2[O:16][CH3:17])[CH:7]([O:19][CH3:22])[CH2:6][CH:5]3[CH2:4]1)[CH3:2], predict the reactants needed to synthesize it. The reactants are: [CH2:1]([N:3]1[C:14](=[O:15])[C:12]2[N:13]3[C:8](=[CH:9][C:10](=[O:18])[C:11]=2[O:16][CH3:17])[CH:7]([OH:19])[CH2:6][CH:5]3[CH2:4]1)[CH3:2].[H-].[Na+].[CH3:22]I. (2) The reactants are: Br[CH2:2][CH2:3][C:4]1[CH:9]=[CH:8][CH:7]=[CH:6][CH:5]=1.[NH:10]1[CH2:15][CH2:14][NH:13][CH2:12][C:11]1=[O:16].C([O-])([O-])=O.[K+].[K+]. Given the product [CH2:2]([N:13]1[CH2:14][CH2:15][NH:10][C:11](=[O:16])[CH2:12]1)[CH2:3][C:4]1[CH:9]=[CH:8][CH:7]=[CH:6][CH:5]=1, predict the reactants needed to synthesize it. (3) Given the product [Cl:1][C:2]1[CH:3]=[C:4]([C:5]2[O:7][N:16]=[C:17]([C:18]3[CH:23]=[CH:22][C:21]([O:24][CH:25]([CH3:26])[CH3:27])=[C:20]([I:28])[CH:19]=3)[N:29]=2)[CH:8]=[CH:9][C:10]=1[O:11][CH2:12][CH2:13][CH3:14], predict the reactants needed to synthesize it. The reactants are: [Cl:1][C:2]1[CH:3]=[C:4]([CH:8]=[CH:9][C:10]=1[O:11][CH2:12][CH2:13][CH3:14])[C:5]([OH:7])=O.O[NH:16][C:17](=[NH:29])[C:18]1[CH:23]=[CH:22][C:21]([O:24][CH:25]([CH3:27])[CH3:26])=[C:20]([I:28])[CH:19]=1.C(Cl)CCl.CCCC[N+](CCCC)(CCCC)CCCC.[F-].